Dataset: Catalyst prediction with 721,799 reactions and 888 catalyst types from USPTO. Task: Predict which catalyst facilitates the given reaction. (1) Reactant: [I:1][C:2]1[CH:3]=[CH:4][C:5]([N+:9]([O-:11])=[O:10])=[C:6]([OH:8])[CH:7]=1.[CH2:12](Br)[C:13]1[CH:18]=[CH:17][CH:16]=[CH:15][CH:14]=1.C([O-])([O-])=O.[K+].[K+].O. Product: [CH2:12]([O:8][C:6]1[CH:7]=[C:2]([I:1])[CH:3]=[CH:4][C:5]=1[N+:9]([O-:11])=[O:10])[C:13]1[CH:18]=[CH:17][CH:16]=[CH:15][CH:14]=1. The catalyst class is: 3. (2) Reactant: [Cl:1][C:2]1[CH:7]=[CH:6][CH:5]=[C:4]([Cl:8])[C:3]=1[C:9]1[C:18]2[O:17][CH:16]([CH2:19][N:20]3C(=O)C4C(=CC=CC=4)C3=O)[CH2:15][S:14](=[O:31])[C:13]=2[CH:12]=[C:11]([F:32])[CH:10]=1.O.NN. Product: [Cl:1][C:2]1[CH:7]=[CH:6][CH:5]=[C:4]([Cl:8])[C:3]=1[C:9]1[C:18]2[O:17][CH:16]([CH2:19][NH2:20])[CH2:15][S:14](=[O:31])[C:13]=2[CH:12]=[C:11]([F:32])[CH:10]=1. The catalyst class is: 5. (3) Reactant: [NH2:1][CH:2]1[CH2:8][C@@H:7]2[O:9][C@@H:4]([CH2:5][CH2:6]2)[CH:3]1[C:10]([O:12][CH2:13][CH3:14])=[O:11].CCN(CC)CC.[CH3:22][C:23]([O:26][C:27](O[C:27]([O:26][C:23]([CH3:25])([CH3:24])[CH3:22])=[O:28])=[O:28])([CH3:25])[CH3:24]. Product: [C:23]([O:26][C:27]([NH:1][CH:2]1[CH2:8][C@@H:7]2[O:9][C@@H:4]([CH2:5][CH2:6]2)[CH:3]1[C:10]([O:12][CH2:13][CH3:14])=[O:11])=[O:28])([CH3:25])([CH3:24])[CH3:22]. The catalyst class is: 1. (4) Reactant: Br[C:2]1[CH:7]=[CH:6][C:5]([Cl:8])=[C:4]([Cl:9])[CH:3]=1.[Li]CCCC.[CH3:15][N:16]1[CH:20]2[CH2:21][C:22]([CH2:24][CH:17]1[CH2:18][CH2:19]2)=[O:23].[OH-].[Na+]. Product: [Cl:9][C:4]1[CH:3]=[C:2]([C:22]2([OH:23])[CH2:21][CH:20]3[N:16]([CH3:15])[CH:17]([CH2:18][CH2:19]3)[CH2:24]2)[CH:7]=[CH:6][C:5]=1[Cl:8]. The catalyst class is: 1.